Predict which catalyst facilitates the given reaction. From a dataset of Catalyst prediction with 721,799 reactions and 888 catalyst types from USPTO. (1) Reactant: C(OC([NH:8][C@@H:9]([CH2:14][CH2:15][N:16]1[CH:20]=[C:19]([NH:21][C:22]([C:24]2[CH:25]=[N:26][N:27]3[CH:32]=[CH:31][CH:30]=[N:29][C:28]=23)=[O:23])[C:18]([C:33]2[CH:38]=[C:37]([Cl:39])[CH:36]=[CH:35][C:34]=2[O:40][CH:41]([F:43])[F:42])=[N:17]1)[C:10]([O:12][CH3:13])=[O:11])=O)(C)(C)C. Product: [NH2:8][C@@H:9]([CH2:14][CH2:15][N:16]1[CH:20]=[C:19]([NH:21][C:22]([C:24]2[CH:25]=[N:26][N:27]3[CH:32]=[CH:31][CH:30]=[N:29][C:28]=23)=[O:23])[C:18]([C:33]2[CH:38]=[C:37]([Cl:39])[CH:36]=[CH:35][C:34]=2[O:40][CH:41]([F:43])[F:42])=[N:17]1)[C:10]([O:12][CH3:13])=[O:11]. The catalyst class is: 157. (2) Reactant: [C:1]([C:9]1[C:10]([F:18])=[C:11]([CH:14]=[CH:15][C:16]=1[Cl:17])[CH:12]=O)(=[O:8])[C:2]1[CH:7]=[CH:6][CH:5]=[CH:4][CH:3]=1.Cl.[CH2:20]([O:22][C:23](=[O:28])[CH2:24][C@@H:25]([NH2:27])[CH3:26])[CH3:21].C(N(CC)CC)C.C(O[BH-](OC(=O)C)OC(=O)C)(=O)C.[Na+].C(O)(=O)C.C(=O)(O)[O-].[Na+]. Product: [CH2:20]([O:22][C:23](=[O:28])[CH2:24][C@@H:25]([NH:27][CH2:12][C:11]1[CH:14]=[CH:15][C:16]([Cl:17])=[C:9]([C:1](=[O:8])[C:2]2[CH:7]=[CH:6][CH:5]=[CH:4][CH:3]=2)[C:10]=1[F:18])[CH3:26])[CH3:21]. The catalyst class is: 68. (3) Reactant: Br[CH2:2][CH2:3][CH2:4][CH2:5][O:6][C:7]1[CH:12]=[CH:11][C:10]([C:13]2[N:17]=[C:16]([C:18]3[CH:19]=[CH:20][C:21]([O:26][CH:27]([CH3:29])[CH3:28])=[C:22]([CH:25]=3)[C:23]#[N:24])[O:15][N:14]=2)=[C:9]([Cl:30])[CH:8]=1.[CH3:31][NH2:32]. Product: [Cl:30][C:9]1[CH:8]=[C:7]([O:6][CH2:5][CH2:4][CH2:3][CH2:2][NH:32][CH3:31])[CH:12]=[CH:11][C:10]=1[C:13]1[N:17]=[C:16]([C:18]2[CH:19]=[CH:20][C:21]([O:26][CH:27]([CH3:29])[CH3:28])=[C:22]([CH:25]=2)[C:23]#[N:24])[O:15][N:14]=1. The catalyst class is: 7. (4) Reactant: [C:1]1([N:7]2[C:11](=[O:12])[CH:10]=[CH:9][C:8]2=[O:13])[CH:6]=[CH:5][CH:4]=[CH:3][CH:2]=1.C(#N)C.[O:17]1C=C[CH:19]=[CH:18]1. Product: [C:1]1([N:7]2[C:8](=[O:13])[CH:18]3[O:17][CH:10]([CH:9]=[CH:19]3)[C:11]2=[O:12])[CH:2]=[CH:3][CH:4]=[CH:5][CH:6]=1. The catalyst class is: 175. (5) Reactant: [F:1][C:2]1[C:35]([F:36])=[CH:34][CH:33]=[CH:32][C:3]=1[CH2:4][S:5][C:6]1[N:11]=[C:10]([NH:12][S:13]([N:16]2[CH2:21][CH2:20][O:19][CH2:18][CH2:17]2)(=[O:15])=[O:14])[CH:9]=[C:8]([O:22][C@@H:23]([C@@H:25]2[CH2:29][O:28]C(C)(C)[O:26]2)[CH3:24])[N:7]=1.C(O)(C(F)(F)F)=O. The catalyst class is: 5. Product: [F:1][C:2]1[C:35]([F:36])=[CH:34][CH:33]=[CH:32][C:3]=1[CH2:4][S:5][C:6]1[N:11]=[C:10]([NH:12][S:13]([N:16]2[CH2:21][CH2:20][O:19][CH2:18][CH2:17]2)(=[O:15])=[O:14])[CH:9]=[C:8]([O:22][C@H:23]([CH3:24])[C@@H:25]([OH:26])[CH2:29][OH:28])[N:7]=1.